From a dataset of Reaction yield outcomes from USPTO patents with 853,638 reactions. Predict the reaction yield, written as a fraction of the theoretical maximum amount of product (1.0 means a 100% yield; for example, 0.34 means a 34% yield). (1) The reactants are [Br:1][C:2]1[CH:11]=[C:10]([C:12]([NH:14][N:15]=[C:16]([C:18]2[C:22]([OH:23])=[C:21]([C:24]3[CH:29]=[CH:28][C:27]([C:30]([CH3:33])([CH3:32])[CH3:31])=[CH:26][CH:25]=3)[N:20]([CH3:34])[N:19]=2)[CH3:17])=[O:13])[CH:9]=[CH:8][C:3]=1[C:4]([O:6]C)=[O:5].CO.[OH-].[Na+].Cl. The catalyst is C1COCC1.O. The product is [Br:1][C:2]1[CH:11]=[C:10]([C:12]([NH:14][N:15]=[C:16]([C:18]2[C:22]([OH:23])=[C:21]([C:24]3[CH:25]=[CH:26][C:27]([C:30]([CH3:33])([CH3:32])[CH3:31])=[CH:28][CH:29]=3)[N:20]([CH3:34])[N:19]=2)[CH3:17])=[O:13])[CH:9]=[CH:8][C:3]=1[C:4]([OH:6])=[O:5]. The yield is 0.740. (2) The reactants are [CH3:1][O:2][C:3]1[CH:8]=[CH:7][CH:6]=[CH:5][C:4]=1O.CN(C)C1C=CC=CC=1.[C:19]([Cl:22])(Cl)=[O:20].CN(C=[O:27])C. The catalyst is C1(C)C=CC=CC=1.ClC1C=CC=CC=1. The product is [Cl:22][C:19]([O:20][C:4]1[CH:5]=[CH:6][CH:7]=[CH:8][C:3]=1[O:2][CH3:1])=[O:27]. The yield is 0.500. (3) The reactants are [F:1][C:2]1[CH:7]=[C:6]([N:8]2[CH2:12][C@H:11]([CH2:13][N:14]=[N+:15]=[N-:16])[O:10][C:9]2=[O:17])[CH:5]=[CH:4][C:3]=1[N:18]1[CH2:22][CH:21]2[CH2:23][C:24]3([CH2:29][CH:20]2[CH2:19]1)[O:28][CH2:27][CH2:26][O:25]3.O.[C:31](OC=C)(=O)[CH3:32]. No catalyst specified. The product is [F:1][C:2]1[CH:7]=[C:6]([N:8]2[CH2:12][C@H:11]([CH2:13][N:14]3[CH:32]=[CH:31][N:16]=[N:15]3)[O:10][C:9]2=[O:17])[CH:5]=[CH:4][C:3]=1[N:18]1[CH2:22][CH:21]2[CH2:23][C:24]3([CH2:29][CH:20]2[CH2:19]1)[O:28][CH2:27][CH2:26][O:25]3. The yield is 0.470. (4) The reactants are [NH2:1][C:2]1[S:3][C:4]2[CH:10]=[C:9]([O:11][S:12]([C:15]3[CH:20]=[CH:19][C:18]([F:21])=[CH:17][CH:16]=3)(=[O:14])=[O:13])[CH:8]=[CH:7][C:5]=2[N:6]=1.[CH3:22][O:23][CH2:24][C:25](O)=[O:26].CN(C(ON1N=NC2C=CC=CC1=2)=[N+](C)C)C.F[P-](F)(F)(F)(F)F.C(NC(C)C)(C)C. The catalyst is CN(C)C=O.C(OCC)(=O)C.O. The product is [CH3:22][O:23][CH2:24][C:25]([NH:1][C:2]1[S:3][C:4]2[CH:10]=[C:9]([O:11][S:12]([C:15]3[CH:20]=[CH:19][C:18]([F:21])=[CH:17][CH:16]=3)(=[O:13])=[O:14])[CH:8]=[CH:7][C:5]=2[N:6]=1)=[O:26]. The yield is 0.720.